Dataset: Peptide-MHC class I binding affinity with 185,985 pairs from IEDB/IMGT. Task: Regression. Given a peptide amino acid sequence and an MHC pseudo amino acid sequence, predict their binding affinity value. This is MHC class I binding data. (1) The peptide sequence is TSRYWEPEFY. The MHC is Mamu-B01 with pseudo-sequence Mamu-B01. The binding affinity (normalized) is 0. (2) The peptide sequence is VMNPLGLNV. The MHC is HLA-A02:11 with pseudo-sequence HLA-A02:11. The binding affinity (normalized) is 1.00. (3) The peptide sequence is NSHQRSDSS. The MHC is H-2-Db with pseudo-sequence H-2-Db. The binding affinity (normalized) is 0.0720. (4) The peptide sequence is AAPYDINQML. The MHC is Mamu-A01 with pseudo-sequence Mamu-A01. The binding affinity (normalized) is 0.659. (5) The peptide sequence is MAAVRTTAL. The MHC is HLA-B15:42 with pseudo-sequence HLA-B15:42. The binding affinity (normalized) is 0.213. (6) The peptide sequence is DTVLFNAGL. The MHC is HLA-B15:09 with pseudo-sequence HLA-B15:09. The binding affinity (normalized) is 0.0847. (7) The peptide sequence is VALMLQGNK. The MHC is HLA-A33:01 with pseudo-sequence HLA-A33:01. The binding affinity (normalized) is 0.155.